The task is: Predict the reaction yield, written as a fraction of the theoretical maximum amount of product (1.0 means a 100% yield; for example, 0.34 means a 34% yield).. This data is from Reaction yield outcomes from USPTO patents with 853,638 reactions. (1) The reactants are [I:1][C:2]1[CH:3]=[C:4]([CH:6]=[C:7]([I:9])[CH:8]=1)[NH2:5].[C:10]([N:18]=[C:19]=[S:20])(=[O:17])[C:11]1[CH:16]=[CH:15][CH:14]=[CH:13][CH:12]=1. The catalyst is CC(C)=O. The product is [C:10]([NH:18][C:19]([NH:5][C:4]1[CH:3]=[C:2]([I:1])[CH:8]=[C:7]([I:9])[CH:6]=1)=[S:20])(=[O:17])[C:11]1[CH:16]=[CH:15][CH:14]=[CH:13][CH:12]=1. The yield is 0.910. (2) The reactants are [F:1][C:2]([F:35])([F:34])[O:3][C:4]1[CH:9]=[CH:8][C:7]([CH:10]=[CH:11][C:12]2[O:13][CH:14]=[C:15]([CH2:17][O:18][C:19]3[CH:24]=[CH:23][C:22]([CH2:25][CH2:26][CH2:27][CH2:28][N:29]4[CH:33]=[CH:32][N:31]=[N:30]4)=[CH:21][CH:20]=3)[N:16]=2)=[CH:6][CH:5]=1.[CH3:36][S:37]([OH:40])(=[O:39])=[O:38].C(OCC)C. The catalyst is O1CCCC1. The product is [CH3:36][S:37]([O-:40])(=[O:39])=[O:38].[F:34][C:2]([F:1])([F:35])[O:3][C:4]1[CH:9]=[CH:8][C:7]([CH:10]=[CH:11][C:12]2[O:13][CH:14]=[C:15]([CH2:17][O:18][C:19]3[CH:24]=[CH:23][C:22]([CH2:25][CH2:26][CH2:27][CH2:28][NH+:29]4[CH:33]=[CH:32][N:31]=[N:30]4)=[CH:21][CH:20]=3)[N:16]=2)=[CH:6][CH:5]=1. The yield is 0.850. (3) The yield is 0.990. The product is [ClH:25].[ClH:25].[F:21][C:19]([F:20])([F:22])[C:14]1[CH:15]=[CH:16][CH:17]=[C:18]2[C:13]=1[CH2:12][N:11]1[CH2:23][CH2:24][NH:8][CH2:9][C@H:10]12. No catalyst specified. The reactants are C(OC([N:8]1[CH2:24][CH2:23][N:11]2[CH2:12][C:13]3[C:18]([C@@H:10]2[CH2:9]1)=[CH:17][CH:16]=[CH:15][C:14]=3[C:19]([F:22])([F:21])[F:20])=O)(C)(C)C.[ClH:25]. (4) The reactants are [NH2:1][C@H:2]([C:18]([O:20][CH3:21])=[O:19])[CH2:3][CH2:4][CH2:5][CH2:6][NH:7][C:8]([O:10][CH2:11][C:12]1[CH:17]=[CH:16][CH:15]=[CH:14][CH:13]=1)=[O:9].[NH:22]([C:27]([O:29][C:30]([CH3:33])([CH3:32])[CH3:31])=[O:28])[CH2:23][C:24](O)=[O:25].CN(C(ON1N=NC2C=CC=NC1=2)=[N+](C)C)C.F[P-](F)(F)(F)(F)F.CCN(C(C)C)C(C)C. The catalyst is CN(C=O)C. The product is [CH3:31][C:30]([CH3:33])([CH3:32])[O:29][C:27](=[O:28])[NH:22][CH2:23][C:24](=[O:25])[NH:1][C@H:2]([C:18]([O:20][CH3:21])=[O:19])[CH2:3][CH2:4][CH2:5][CH2:6][NH:7][C:8](=[O:9])[O:10][CH2:11][C:12]1[CH:17]=[CH:16][CH:15]=[CH:14][CH:13]=1. The yield is 0.900. (5) The reactants are [Cl:1][C:2]1[CH:10]=[CH:9][CH:8]=[C:7]([NH:11][C:12](=O)[CH2:13][CH2:14][CH:15]=[CH2:16])[C:3]=1[C:4]([NH2:6])=[O:5].[OH-].[Na+]. The product is [CH2:13]([C:12]1[NH:6][C:4](=[O:5])[C:3]2[C:7](=[CH:8][CH:9]=[CH:10][C:2]=2[Cl:1])[N:11]=1)[CH2:14][CH:15]=[CH2:16]. The catalyst is O1CCOCC1. The yield is 0.700. (6) The reactants are [Cl:1][C:2]1[C:7]([O:8][CH3:9])=[CH:6][C:5]([O:10][CH3:11])=[C:4]([Cl:12])[C:3]=1[N:13]1[CH2:22][C:21]2[C:16](=[N:17][C:18](S(C)(=O)=O)=[N:19][CH:20]=2)[N:15]([CH3:27])[C:14]1=[O:28].[CH3:29][C:30]1[CH:36]=[CH:35][CH:34]=[C:33]([N+:37]([O-:39])=[O:38])[C:31]=1[NH2:32].C([O-])(C)(C)C.[K+]. The catalyst is CN(C)C=O. The product is [Cl:1][C:2]1[C:7]([O:8][CH3:9])=[CH:6][C:5]([O:10][CH3:11])=[C:4]([Cl:12])[C:3]=1[N:13]1[CH2:22][C:21]2[C:16](=[N:17][C:18]([NH:32][C:31]3[C:33]([N+:37]([O-:39])=[O:38])=[CH:34][CH:35]=[CH:36][C:30]=3[CH3:29])=[N:19][CH:20]=2)[N:15]([CH3:27])[C:14]1=[O:28]. The yield is 0.560. (7) The catalyst is CS(C)=O.O.[Cu]I. The reactants are [Cl:1][C:2]1[N:7]=[CH:6][C:5]2[C:8](I)=[N:9][N:10]([CH:11]([CH3:13])[CH3:12])[C:4]=2[CH:3]=1.Cl.[NH2:16][CH:17]1[CH2:21][N:20]([CH2:22][C:23]2[CH:28]=[CH:27][C:26]([O:29][CH3:30])=[CH:25][CH:24]=2)[C:19](=[O:31])[CH2:18]1.N1CCC[C@H]1C(O)=O.C(=O)([O-])[O-].[K+].[K+]. The yield is 0.340. The product is [Cl:1][C:2]1[N:7]=[CH:6][C:5]2[C:8]([NH:16][CH:17]3[CH2:21][N:20]([CH2:22][C:23]4[CH:28]=[CH:27][C:26]([O:29][CH3:30])=[CH:25][CH:24]=4)[C:19](=[O:31])[CH2:18]3)=[N:9][N:10]([CH:11]([CH3:13])[CH3:12])[C:4]=2[CH:3]=1. (8) The reactants are [Cl:1][C:2]1[N:7]=[CH:6][C:5]2[C:8]([N:14]3[CH2:18][CH2:17][NH:16][C:15]3=[O:19])=[N:9][N:10]([CH:11]([CH3:13])[CH3:12])[C:4]=2[CH:3]=1.[C:20](O[C:20]([O:22][C:23]([CH3:26])([CH3:25])[CH3:24])=[O:21])([O:22][C:23]([CH3:26])([CH3:25])[CH3:24])=[O:21]. The catalyst is CN(C)C1C=CN=CC=1.ClCCl. The product is [C:23]([O:22][C:20]([N:16]1[CH2:17][CH2:18][N:14]([C:8]2[C:5]3[CH:6]=[N:7][C:2]([Cl:1])=[CH:3][C:4]=3[N:10]([CH:11]([CH3:13])[CH3:12])[N:9]=2)[C:15]1=[O:19])=[O:21])([CH3:26])([CH3:25])[CH3:24]. The yield is 0.740. (9) The reactants are [H-].[H-].[H-].[H-].[Li+].[Al+3].C(O[C:15]([N:17]1[CH2:22][CH2:21][CH2:20][C:19]([N:29]=[N+]=[N-])([C:23]2[CH:28]=[CH:27][CH:26]=[CH:25][CH:24]=2)[CH2:18]1)=O)C1C=CC=CC=1. The catalyst is C1COCC1. The product is [CH3:15][N:17]1[CH2:22][CH2:21][CH2:20][C:19]([NH2:29])([C:23]2[CH:28]=[CH:27][CH:26]=[CH:25][CH:24]=2)[CH2:18]1. The yield is 0.470.